This data is from Forward reaction prediction with 1.9M reactions from USPTO patents (1976-2016). The task is: Predict the product of the given reaction. (1) Given the reactants [Cl:1][C:2]1[CH:3]=[C:4]([CH2:9][S:10](Cl)(=[O:12])=[O:11])[CH:5]=[CH:6][C:7]=1[Cl:8].[NH2:14][C:15]1[C:16]([O:22]C)=[N:17][CH:18]=[C:19]([Cl:21])[CH:20]=1, predict the reaction product. The product is: [Cl:21][C:19]1[CH:20]=[C:15]([NH:14][S:10]([CH2:9][C:4]2[CH:5]=[CH:6][C:7]([Cl:8])=[C:2]([Cl:1])[CH:3]=2)(=[O:12])=[O:11])[C:16]([OH:22])=[N:17][CH:18]=1. (2) The product is: [I:38][C:17]1[C:16]2[C:11](=[CH:12][C:13]([CH2:18][N:19]3[CH2:20][CH2:21][CH2:22][CH2:23][CH2:24]3)=[CH:14][CH:15]=2)[NH:10][C:9]=1[C:8]1[CH:7]=[C:6]([C:25]2[CH:26]=[CH:27][N:28]=[CH:29][CH:30]=2)[N:5]=[N:4][C:3]=1[O:2][CH3:1]. Given the reactants [CH3:1][O:2][C:3]1[N:4]=[N:5][C:6]([C:25]2[CH:30]=[CH:29][N:28]=[CH:27][CH:26]=2)=[CH:7][C:8]=1[C:9]1[NH:10][C:11]2[C:16]([CH:17]=1)=[CH:15][CH:14]=[C:13]([CH2:18][N:19]1[CH2:24][CH2:23][CH2:22][CH2:21][CH2:20]1)[CH:12]=2.C1C(=O)N([I:38])C(=O)C1, predict the reaction product. (3) Given the reactants [Cl:1][C:2]1[CH:3]=[C:4]([S:9]([CH:12]2[CH2:17][CH2:16][NH:15][CH2:14][CH2:13]2)(=[O:11])=[O:10])[CH:5]=[CH:6][C:7]=1[Cl:8].Cl[C:19]1[C:24]([C:25]([F:28])([F:27])[F:26])=[CH:23][CH:22]=[CH:21][N:20]=1.CCN(C(C)C)C(C)C.O1CCOCC1, predict the reaction product. The product is: [Cl:1][C:2]1[CH:3]=[C:4]([S:9]([CH:12]2[CH2:17][CH2:16][N:15]([C:19]3[C:24]([C:25]([F:28])([F:27])[F:26])=[CH:23][CH:22]=[CH:21][N:20]=3)[CH2:14][CH2:13]2)(=[O:11])=[O:10])[CH:5]=[CH:6][C:7]=1[Cl:8]. (4) Given the reactants [Cl:1][C:2]1[CH:7]=[CH:6][C:5]([CH2:8][C:9]2[C:18]3[C:13](=[CH:14][CH:15]=[CH:16][CH:17]=3)[C:12](=[O:19])[N:11]([CH2:20][C@H:21]3[CH2:25][CH2:24][CH2:23][N:22]3[CH2:26][CH:27]([CH3:32])[C:28]([O:30]C)=[O:29])[N:10]=2)=[CH:4][CH:3]=1.[OH-].[Na+].Cl, predict the reaction product. The product is: [CH:28]([OH:30])=[O:29].[Cl:1][C:2]1[CH:7]=[CH:6][C:5]([CH2:8][C:9]2[C:18]3[C:13](=[CH:14][CH:15]=[CH:16][CH:17]=3)[C:12](=[O:19])[N:11]([CH2:20][C@H:21]3[CH2:25][CH2:24][CH2:23][N:22]3[CH2:26][CH:27]([CH3:32])[C:28]([OH:30])=[O:29])[N:10]=2)=[CH:4][CH:3]=1. (5) Given the reactants [N:1]1([C:7]([N:9]2[CH2:14][CH:13]([C:15]3[CH:20]=[CH:19][C:18]([O:21][C:22]([F:25])([F:24])[F:23])=[CH:17][CH:16]=3)[CH2:12][CH:11]([C:26](O)=[O:27])[CH2:10]2)=[O:8])[CH2:6][CH2:5][O:4][CH2:3][CH2:2]1.O[N:30]=[C:31]([NH2:39])[CH2:32][N:33]1[CH2:38][CH2:37][O:36][CH2:35][CH2:34]1, predict the reaction product. The product is: [N:1]1([C:7]([N:9]2[CH2:14][CH:13]([C:15]3[CH:20]=[CH:19][C:18]([O:21][C:22]([F:23])([F:25])[F:24])=[CH:17][CH:16]=3)[CH2:12][CH:11]([C:26]3[O:27][N:39]=[C:31]([CH2:32][N:33]4[CH2:38][CH2:37][O:36][CH2:35][CH2:34]4)[N:30]=3)[CH2:10]2)=[O:8])[CH2:2][CH2:3][O:4][CH2:5][CH2:6]1. (6) Given the reactants C([O:5][CH:6]([O:10][C:11]([CH3:14])([CH3:13])[CH3:12])N(C)C)(C)(C)C.[Br:15][CH2:16][CH2:17]C(O)=O, predict the reaction product. The product is: [C:11]([O:10][C:6](=[O:5])[CH2:17][CH2:16][Br:15])([CH3:12])([CH3:13])[CH3:14]. (7) Given the reactants [N:1]1[C:9]2[C:4](=[N:5][CH:6]=[CH:7][CH:8]=2)[N:3]([C:10]2[CH:15]=[CH:14][C:13]([CH2:16][C:17]([OH:19])=O)=[C:12]([CH3:20])[CH:11]=2)[CH:2]=1.[CH:21]([N:24]1[CH2:29][CH2:28][N:27]([CH2:30][C:31]2[CH:36]=[CH:35][C:34]([NH2:37])=[CH:33][C:32]=2[C:38]([F:41])([F:40])[F:39])[CH2:26][CH2:25]1)([CH3:23])[CH3:22], predict the reaction product. The product is: [N:1]1[C:9]2[C:4](=[N:5][CH:6]=[CH:7][CH:8]=2)[N:3]([C:10]2[CH:15]=[CH:14][C:13]([CH2:16][C:17]([NH:37][C:34]3[CH:35]=[CH:36][C:31]([CH2:30][N:27]4[CH2:26][CH2:25][N:24]([CH:21]([CH3:23])[CH3:22])[CH2:29][CH2:28]4)=[C:32]([C:38]([F:41])([F:40])[F:39])[CH:33]=3)=[O:19])=[C:12]([CH3:20])[CH:11]=2)[CH:2]=1.